From a dataset of Peptide-MHC class II binding affinity with 134,281 pairs from IEDB. Regression. Given a peptide amino acid sequence and an MHC pseudo amino acid sequence, predict their binding affinity value. This is MHC class II binding data. (1) The binding affinity (normalized) is 0.605. The peptide sequence is MSQIMYNYPAMRAHA. The MHC is DRB1_1101 with pseudo-sequence DRB1_1101. (2) The peptide sequence is QLMVSSCVTSLVEMF. The MHC is DRB1_0101 with pseudo-sequence DRB1_0101. The binding affinity (normalized) is 0.442. (3) The peptide sequence is GELTIVDKIDAAFKI. The MHC is DRB1_0701 with pseudo-sequence DRB1_0701. The binding affinity (normalized) is 0.669. (4) The peptide sequence is RVSPGNGWMIKETAC. The MHC is DRB1_1101 with pseudo-sequence DRB1_1101. The binding affinity (normalized) is 0.389. (5) The peptide sequence is QDWLGVSRQLRTKAW. The MHC is DRB1_0101 with pseudo-sequence DRB1_0101. The binding affinity (normalized) is 0.515. (6) The peptide sequence is QKYVNNTATLLMTSL. The MHC is DRB1_0802 with pseudo-sequence DRB1_0802. The binding affinity (normalized) is 0.582.